This data is from HIV replication inhibition screening data with 41,000+ compounds from the AIDS Antiviral Screen. The task is: Binary Classification. Given a drug SMILES string, predict its activity (active/inactive) in a high-throughput screening assay against a specified biological target. (1) The drug is CCc1ccccc1NC(=O)C1=C(C)NC(C)=C(C(=O)Nc2ccccc2CC)C1c1ccccc1Cl. The result is 0 (inactive). (2) The compound is COc1cccc2c1OC1(C=C2)Oc2ccccc2C(=O)N1C. The result is 0 (inactive). (3) The drug is Clc1c(Cl)c(Cl)c2c(nnn2C2CCCO2)c1Cl. The result is 0 (inactive). (4) The compound is COc1ccc(Cl)cc1C(=O)c1cc(Cl)cc(S(=O)(=O)OC)c1OC. The result is 0 (inactive). (5) The drug is O=C1CC2C(O1)C(O)CN1C(=O)c3ccccc3C21. The result is 0 (inactive). (6) The drug is COc1ccc(C2C(Cl)C(=O)N2NC(=O)c2ccccc2O)cc1OC. The result is 0 (inactive).